Dataset: Full USPTO retrosynthesis dataset with 1.9M reactions from patents (1976-2016). Task: Predict the reactants needed to synthesize the given product. (1) Given the product [C:3]([N:2]([CH2:13][C:14]([OH:10])=[O:7])[CH3:1])(=[O:5])[CH3:4], predict the reactants needed to synthesize it. The reactants are: [CH3:1][NH:2][C:3](=[O:5])[CH3:4].[C]=[O:7].C=O.[O:10]1[CH2:14][CH2:13]CC1. (2) The reactants are: [Br:1][C:2]1[C:12]2[C:13]3[C:5]([CH:6]=[CH:7][C:8]=3[CH:9]=[CH:10][CH:11]=2)=[CH:4][CH:3]=1.[C:14]1([C:20]2O[C:22]([C:29]3[CH:34]=[CH:33][CH:32]=[CH:31][CH:30]=3)=[C:23]3[C:28]=2[CH:27]=[CH:26][CH:25]=[CH:24]3)[CH:19]=[CH:18][CH:17]=[CH:16][CH:15]=1. Given the product [Br:1][C:2]1[C:12]2[C:13]3[C:5]([C:6]4[C:20]([C:14]5[CH:19]=[CH:18][CH:17]=[CH:16][CH:15]=5)=[C:28]5[CH:27]=[CH:26][CH:25]=[CH:24][C:23]5=[C:22]([C:29]5[CH:34]=[CH:33][CH:32]=[CH:31][CH:30]=5)[C:7]=4[C:8]=3[CH:9]=[CH:10][CH:11]=2)=[CH:4][CH:3]=1, predict the reactants needed to synthesize it. (3) Given the product [C:1](=[O:16])([S:14][CH3:15])[O:2][O:3][CH:4]([O:8][C:9](=[O:13])[C:10]([CH3:17])([CH3:11])[CH3:12])[CH:5]([CH3:7])[CH3:6], predict the reactants needed to synthesize it. The reactants are: [C:1](=[O:16])([S:14][CH3:15])[O:2][O:3][CH:4]([O:8][C:9](=[O:13])[CH:10]([CH3:12])[CH3:11])[CH:5]([CH3:7])[CH3:6].[C:17](O)(=O)C(C)(C)C. (4) Given the product [Cl:1][C:2]1[CH:3]=[C:4]([N:10]2[C:14]([CH3:15])=[C:13]([CH2:16][C:17]3[CH:18]=[CH:19][C:20]([C:21]([NH:27][CH:28]([CH2:31][OH:32])[CH2:29][OH:30])=[O:23])=[CH:24][CH:25]=3)[C:12]([CH3:26])=[N:11]2)[CH:5]=[CH:6][C:7]=1[C:8]#[N:9], predict the reactants needed to synthesize it. The reactants are: [Cl:1][C:2]1[CH:3]=[C:4]([N:10]2[C:14]([CH3:15])=[C:13]([CH2:16][C:17]3[CH:25]=[CH:24][C:20]([C:21]([OH:23])=O)=[CH:19][CH:18]=3)[C:12]([CH3:26])=[N:11]2)[CH:5]=[CH:6][C:7]=1[C:8]#[N:9].[NH2:27][CH:28]([CH2:31][OH:32])[CH2:29][OH:30].